Dataset: Reaction yield outcomes from USPTO patents with 853,638 reactions. Task: Predict the reaction yield, written as a fraction of the theoretical maximum amount of product (1.0 means a 100% yield; for example, 0.34 means a 34% yield). (1) The catalyst is C(OCC)(=O)C.O. The product is [O:5]1[CH2:6][CH2:7][O:8][CH:4]1[CH2:3][CH2:2][O:28][C:25]1[CH:24]=[CH:23][C:22]([F:21])=[N:27][CH:26]=1. The yield is 0.860. The reactants are Br[CH2:2][CH2:3][CH:4]1[O:8][CH2:7][CH2:6][O:5]1.C(=O)([O-])[O-].[Cs+].[Cs+].CN(C)C(=O)C.[F:21][C:22]1[N:27]=[CH:26][C:25]([OH:28])=[CH:24][CH:23]=1. (2) The reactants are Cl[S:2]([C:5]1[CH:6]=[CH:7][C:8]([O:14][CH3:15])=[C:9]([CH:13]=1)[C:10]([OH:12])=[O:11])(=[O:4])=[O:3].[CH3:16][N:17]1[CH2:22][CH2:21][NH:20][CH2:19][CH2:18]1.C(N(CC)CC)C. The catalyst is CC(C)=O. The product is [CH3:15][O:14][C:8]1[CH:7]=[CH:6][C:5]([S:2]([N:20]2[CH2:21][CH2:22][N:17]([CH3:16])[CH2:18][CH2:19]2)(=[O:4])=[O:3])=[CH:13][C:9]=1[C:10]([OH:12])=[O:11]. The yield is 0.240. (3) The product is [CH2:49]([C:48](=[CH:53][CH2:52][C:4]1[C:5]([O:14][CH2:15][CH2:16][Si:17]([CH3:18])([CH3:20])[CH3:19])=[C:6]2[C:10](=[C:11]([CH3:12])[C:3]=1[CH2:1][CH3:2])[CH2:9][O:8][C:7]2=[O:13])[CH:54]=[O:33])[CH3:50]. The reactants are [CH2:1]([C:3]1[C:11]([CH3:12])=[C:10]2[C:6]([C:7](=[O:13])[O:8][CH2:9]2)=[C:5]([O:14][CH2:15][CH2:16][Si:17]([CH3:20])([CH3:19])[CH3:18])[C:4]=1CC=O)[CH3:2].C1(P(C2C=CC=CC=2)(C2C=CC=CC=2)=C(CC)C=[O:33])C=CC=CC=1.[C:48]1([CH3:54])[CH:53]=[CH:52]C=[CH:50][CH:49]=1. The yield is 0.480. No catalyst specified. (4) The reactants are [Cl:1][C:2]1[CH:3]=[C:4]([NH:9][C:10]([C:13]2[C:17]([CH2:18][CH2:19][O:20][CH3:21])=[N:16][O:15][N:14]=2)=[N:11][OH:12])[CH:5]=[CH:6][C:7]=1[F:8].C1N=CN([C:27](N2C=NC=C2)=[O:28])C=1. The catalyst is C1COCC1. The product is [Cl:1][C:2]1[CH:3]=[C:4]([N:9]2[C:27](=[O:28])[O:12][N:11]=[C:10]2[C:13]2[C:17]([CH2:18][CH2:19][O:20][CH3:21])=[N:16][O:15][N:14]=2)[CH:5]=[CH:6][C:7]=1[F:8]. The yield is 0.990. (5) The reactants are [NH2:1][C:2]1[CH:7]=[C:6]([C:8]#[N:9])[C:5]([C:10]#[N:11])=[CH:4][C:3]=1[NH2:12].[I:13][C:14]1[CH:21]=[CH:20][C:17]([CH:18]=O)=[CH:16][CH:15]=1.O=O.I[CH2:25][CH2:26][CH3:27].C1CCN2C(=NCCC2)CC1. The catalyst is CC#N.C1CCN2C(=NCCC2)CC1.C(OCC)(=O)C.CN1C(=O)CCC1. The product is [C:10]([C:5]1[C:6]([C:8]#[N:9])=[CH:7][C:2]2[N:1]([CH2:25][CH2:26][CH3:27])[C:18]([C:17]3[CH:20]=[CH:21][C:14]([I:13])=[CH:15][CH:16]=3)=[N:12][C:3]=2[CH:4]=1)#[N:11]. The yield is 0.500. (6) The catalyst is C(O)(C)C. The reactants are [Cl:1][C:2]1[CH:3]=[C:4]([C:9]2[S:10][CH:11]=[C:12]([C:15]([CH3:17])=O)[C:13]=2[OH:14])[CH:5]=[CH:6][C:7]=1[Cl:8].[CH:18]([N:21]1[CH2:26][CH2:25][N:24]([C:27]([C:29]2[S:33][C:32]([C:34]([NH:36][NH2:37])=[O:35])=[CH:31][CH:30]=2)=[O:28])[CH2:23][CH2:22]1)([CH3:20])[CH3:19].Cl.O1CCOCC1.CN(C)C=O. The yield is 0.540. The product is [ClH:1].[Cl:1][C:2]1[CH:3]=[C:4]([C:9]2[S:10][CH:11]=[C:12]([C:15](=[N:37][NH:36][C:34]([C:32]3[S:33][C:29]([C:27]([N:24]4[CH2:23][CH2:22][N:21]([CH:18]([CH3:20])[CH3:19])[CH2:26][CH2:25]4)=[O:28])=[CH:30][CH:31]=3)=[O:35])[CH3:17])[C:13]=2[OH:14])[CH:5]=[CH:6][C:7]=1[Cl:8].